This data is from Forward reaction prediction with 1.9M reactions from USPTO patents (1976-2016). The task is: Predict the product of the given reaction. The product is: [CH2:23]1[C:32]2[C:27](=[CH:28][CH:29]=[CH:30][CH:31]=2)[CH2:26][CH2:25][N:24]1[CH2:6][CH2:7][CH2:8][CH2:9][O:10][C:11]1[CH:12]=[CH:13][C:14]2[CH2:20][CH2:19][NH:18][C:17](=[O:21])[NH:16][C:15]=2[N:22]=1. Given the reactants CS(O[CH2:6][CH2:7][CH2:8][CH2:9][O:10][C:11]1[CH:12]=[CH:13][C:14]2[CH2:20][CH2:19][NH:18][C:17](=[O:21])[NH:16][C:15]=2[N:22]=1)(=O)=O.[CH2:23]1[C:32]2[C:27](=[CH:28][CH:29]=[CH:30][CH:31]=2)[CH2:26][CH2:25][NH:24]1.C(=O)([O-])[O-].[K+].[K+], predict the reaction product.